Dataset: Full USPTO retrosynthesis dataset with 1.9M reactions from patents (1976-2016). Task: Predict the reactants needed to synthesize the given product. (1) Given the product [CH3:9][NH:11][CH2:13][C:14]([O:16][C@H:17]([CH3:54])[CH2:18][N:19]1[C:23]([CH3:24])=[C:22]([C:25](=[O:46])[NH:26][C:27]2[CH:32]=[CH:31][C:30]([O:33][C:34]3[C:43]4[C:38](=[CH:39][C:40]([O:44][CH3:45])=[CH:41][CH:42]=4)[N:37]=[CH:36][CH:35]=3)=[CH:29][N:28]=2)[C:21](=[O:47])[N:20]1[C:48]1[CH:49]=[CH:50][CH:51]=[CH:52][CH:53]=1)=[O:15], predict the reactants needed to synthesize it. The reactants are: C(O[C:9]([N:11]([CH2:13][C:14]([O:16][C@H:17]([CH3:54])[CH2:18][N:19]1[C:23]([CH3:24])=[C:22]([C:25](=[O:46])[NH:26][C:27]2[CH:32]=[CH:31][C:30]([O:33][C:34]3[C:43]4[C:38](=[CH:39][C:40]([O:44][CH3:45])=[CH:41][CH:42]=4)[N:37]=[CH:36][CH:35]=3)=[CH:29][N:28]=2)[C:21](=[O:47])[N:20]1[C:48]1[CH:53]=[CH:52][CH:51]=[CH:50][CH:49]=1)=[O:15])C)=O)C1C=CC=CC=1. (2) Given the product [C:1]([O:4][CH2:5][C@@H:6]1[C@@H:11]([O:12][C:13](=[O:15])[CH3:14])[C@H:10]([OH:16])[C@H:9]([OH:17])[C@@H:8]([C:18]2[CH:23]=[CH:22][C:21]([O:24][CH3:25])=[C:20]([OH:26])[CH:19]=2)[O:7]1)(=[O:3])[CH3:2], predict the reactants needed to synthesize it. The reactants are: [C:1]([O:4][CH2:5][C@@H:6]1[C@@H:11]([O:12][C:13](=[O:15])[CH3:14])[C@H:10]([OH:16])[C@H:9]([OH:17])[C@@H:8]([C:18]2[CH:23]=[CH:22][C:21]([O:24][CH3:25])=[C:20]([O:26][Si](C(C)(C)C)(C)C)[CH:19]=2)[O:7]1)(=[O:3])[CH3:2].CCCC[N+](CCCC)(CCCC)CCCC.[F-].C1COCC1.CC(O)=O. (3) Given the product [C:1]([O:4][C@H:5]1[C@H:11]([O:12][C:13](=[O:15])[CH3:14])[C@@H:10]([O:16][C:17](=[O:19])[CH3:18])[C@:9]2([C:21]3[CH:26]=[CH:25][C:24]([Cl:27])=[C:23]([CH2:28][C:29]4[CH:30]=[CH:31][C:32]([O:35][CH2:36][C:37](=[N:54][O:53][CH3:52])[CH3:38])=[CH:33][CH:34]=4)[CH:22]=3)[O:20][C@@:6]1([CH2:40][O:41][C:42](=[O:44])[CH3:43])[CH2:7][O:8]2)(=[O:3])[CH3:2], predict the reactants needed to synthesize it. The reactants are: [C:1]([O:4][C@H:5]1[C@H:11]([O:12][C:13](=[O:15])[CH3:14])[C@@H:10]([O:16][C:17](=[O:19])[CH3:18])[C@:9]2([C:21]3[CH:26]=[CH:25][C:24]([Cl:27])=[C:23]([CH2:28][C:29]4[CH:34]=[CH:33][C:32]([O:35][CH2:36][C:37](=O)[CH3:38])=[CH:31][CH:30]=4)[CH:22]=3)[O:20][C@@:6]1([CH2:40][O:41][C:42](=[O:44])[CH3:43])[CH2:7][O:8]2)(=[O:3])[CH3:2].N1C=CC=CC=1.Cl.[CH3:52][O:53][NH2:54].O. (4) Given the product [Si:22]([O:29][C:30]1[CH:31]=[CH:32][C:33]([CH2:36][C:37]([NH:21][C:18]2[CH:17]=[N:16][C:15]([C:12]3[CH:13]=[CH:14][C:9]([O:8][Si:1]([C:4]([CH3:7])([CH3:5])[CH3:6])([CH3:3])[CH3:2])=[CH:10][CH:11]=3)=[CH:20][N:19]=2)=[O:38])=[CH:34][CH:35]=1)([C:25]([CH3:28])([CH3:27])[CH3:26])([CH3:24])[CH3:23], predict the reactants needed to synthesize it. The reactants are: [Si:1]([O:8][C:9]1[CH:14]=[CH:13][C:12]([C:15]2[N:16]=[CH:17][C:18]([NH2:21])=[N:19][CH:20]=2)=[CH:11][CH:10]=1)([C:4]([CH3:7])([CH3:6])[CH3:5])([CH3:3])[CH3:2].[Si:22]([O:29][C:30]1[CH:35]=[CH:34][C:33]([CH2:36][C:37](Cl)=[O:38])=[CH:32][CH:31]=1)([C:25]([CH3:28])([CH3:27])[CH3:26])([CH3:24])[CH3:23].O. (5) Given the product [C:1]([O:5][C:6](=[O:41])[N:7]([CH3:8])[C:9]1[N:17]=[CH:16][N:15]=[C:14]2[C:10]=1[N:11]=[CH:12][N:13]2[C:18]1[CH:23]=[CH:22][C:21]([NH:24][C:25]([NH:27][C:28]2[CH:33]=[CH:32][C:31]([CH2:34][CH:35]=[O:36])=[C:30]([C:37]([F:40])([F:39])[F:38])[CH:29]=2)=[O:26])=[CH:20][CH:19]=1)([CH3:3])([CH3:4])[CH3:2], predict the reactants needed to synthesize it. The reactants are: [C:1]([O:5][C:6](=[O:41])[N:7]([C:9]1[N:17]=[CH:16][N:15]=[C:14]2[C:10]=1[N:11]=[CH:12][N:13]2[C:18]1[CH:23]=[CH:22][C:21]([NH:24][C:25]([NH:27][C:28]2[CH:33]=[CH:32][C:31]([CH2:34][CH2:35][OH:36])=[C:30]([C:37]([F:40])([F:39])[F:38])[CH:29]=2)=[O:26])=[CH:20][CH:19]=1)[CH3:8])([CH3:4])([CH3:3])[CH3:2].CC(OI1(OC(C)=O)(OC(C)=O)OC(=O)C2C=CC=CC1=2)=O. (6) Given the product [CH3:1][O:2][C:3](=[O:15])[C:4]1[CH:12]=[C:11]([O:13][CH3:14])[CH:10]=[C:6]([C:7]#[N:9])[CH:5]=1, predict the reactants needed to synthesize it. The reactants are: [CH3:1][O:2][C:3](=[O:15])[C:4]1[CH:12]=[C:11]([O:13][CH3:14])[CH:10]=[C:6]([C:7]([NH2:9])=O)[CH:5]=1.N1C=CC=CC=1.FC(F)(F)C(OC(=O)C(F)(F)F)=O.